This data is from Peptide-MHC class I binding affinity with 185,985 pairs from IEDB/IMGT. The task is: Regression. Given a peptide amino acid sequence and an MHC pseudo amino acid sequence, predict their binding affinity value. This is MHC class I binding data. The peptide sequence is MSPSYVKY. The MHC is Mamu-A02 with pseudo-sequence Mamu-A02. The binding affinity (normalized) is 0.338.